From a dataset of Forward reaction prediction with 1.9M reactions from USPTO patents (1976-2016). Predict the product of the given reaction. (1) Given the reactants [C:1]1([C:7]2[S:11][N:10]=[C:9]([C:12]([O-:14])=[O:13])[CH:8]=2)[CH:6]=[CH:5][CH:4]=[CH:3][CH:2]=1.C1(C2SN=CC=2C([O-])=O)C=CC=CC=1, predict the reaction product. The product is: [C:1]1([C:7]2[S:11][N:10]=[C:9]([C:12]([OH:14])=[O:13])[CH:8]=2)[CH:2]=[CH:3][CH:4]=[CH:5][CH:6]=1. (2) Given the reactants [Br:1][C:2]1[C:13]([F:14])=[CH:12][C:5]2[S:6][C:7](C(O)=O)=[CH:8][C:4]=2[CH:3]=1.C1CCN2C(=NCCC2)CC1, predict the reaction product. The product is: [Br:1][C:2]1[C:13]([F:14])=[CH:12][C:5]2[S:6][CH:7]=[CH:8][C:4]=2[CH:3]=1. (3) Given the reactants [C:1]([O:5][C:6]([NH:8][C@H:9]([CH2:21][C:22]1[CH:27]=[C:26]([F:28])[C:25]([F:29])=[CH:24][C:23]=1[F:30])[CH2:10][C:11]([N:13]1[CH2:17][CH2:16][S:15][CH:14]1[C:18](O)=[O:19])=[O:12])=[O:7])([CH3:4])([CH3:3])[CH3:2].CCN=C=NCCCN(C)C.[CH2:42]([O:44][C:45](=[O:61])[CH:46]([O:50][C:51]1[CH:60]=[C:59]2[C:54]([CH2:55][CH2:56][NH:57][CH2:58]2)=[CH:53][CH:52]=1)[CH:47]([CH3:49])[CH3:48])[CH3:43].Cl.C(N(CC)CC)C, predict the reaction product. The product is: [C:1]([O:5][C:6]([NH:8][C@H:9]([CH2:21][C:22]1[CH:27]=[C:26]([F:28])[C:25]([F:29])=[CH:24][C:23]=1[F:30])[CH2:10][C:11]([N:13]1[CH2:17][CH2:16][S:15][CH:14]1[C:18]([N:57]1[CH2:56][CH2:55][C:54]2[C:59](=[CH:60][C:51]([O:50][CH:46]([CH:47]([CH3:48])[CH3:49])[C:45]([O:44][CH2:42][CH3:43])=[O:61])=[CH:52][CH:53]=2)[CH2:58]1)=[O:19])=[O:12])=[O:7])([CH3:3])([CH3:2])[CH3:4]. (4) Given the reactants [NH2:1][C:2]1[CH:3]=[C:4]([C:8]2[N:12]3[N:13]=[C:14]([NH:17][CH2:18][C:19]4[CH:24]=[C:23]([F:25])[CH:22]=[CH:21][C:20]=4[F:26])[CH:15]=[CH:16][C:11]3=[N:10][CH:9]=2)[CH:5]=[CH:6][CH:7]=1.[O:27]1[CH2:32][CH2:31][CH:30]([C:33](O)=[O:34])[CH2:29][CH2:28]1.CN1CCOCC1.CN(C(ON1N=NC2C=CC=NC1=2)=[N+](C)C)C.F[P-](F)(F)(F)(F)F, predict the reaction product. The product is: [F:26][C:20]1[CH:21]=[CH:22][C:23]([F:25])=[CH:24][C:19]=1[CH2:18][NH:17][C:14]1[CH:15]=[CH:16][C:11]2[N:12]([C:8]([C:4]3[CH:3]=[C:2]([NH:1][C:33]([CH:30]4[CH2:31][CH2:32][O:27][CH2:28][CH2:29]4)=[O:34])[CH:7]=[CH:6][CH:5]=3)=[CH:9][N:10]=2)[N:13]=1. (5) Given the reactants [Cl:1][C:2]1[N:7]=[C:6](Cl)[CH:5]=[CH:4][N:3]=1.C(=O)([O-])[O-].[K+].[K+].[Br:15][C:16]1[N:17]=[CH:18][NH:19][CH:20]=1.O, predict the reaction product. The product is: [Br:15][C:16]1[N:17]=[CH:18][N:19]([C:6]2[CH:5]=[CH:4][N:3]=[C:2]([Cl:1])[N:7]=2)[CH:20]=1. (6) Given the reactants Cl.[Cl:2][C:3]1[C:4]([F:28])=[C:5]([CH:25]=[CH:26][CH:27]=1)[NH:6][C:7]1[C:16]2[C:11](=[CH:12][C:13]([O:23][CH3:24])=[C:14]([O:17][C@@H:18]3[CH2:22][CH2:21][NH:20][CH2:19]3)[CH:15]=2)[N:10]=[CH:9][N:8]=1.[CH3:29][S:30](Cl)(=[O:32])=[O:31], predict the reaction product. The product is: [Cl:2][C:3]1[C:4]([F:28])=[C:5]([CH:25]=[CH:26][CH:27]=1)[NH:6][C:7]1[C:16]2[C:11](=[CH:12][C:13]([O:23][CH3:24])=[C:14]([O:17][C@@H:18]3[CH2:22][CH2:21][N:20]([S:30]([CH3:29])(=[O:32])=[O:31])[CH2:19]3)[CH:15]=2)[N:10]=[CH:9][N:8]=1. (7) Given the reactants Cl[C:2]1[C:19]([N+:20]([O-:22])=[O:21])=[CH:18][C:17]([N+:23]([O-:25])=[O:24])=[CH:16][C:3]=1[C:4]([NH:6][CH2:7][CH2:8][O:9][CH:10]1[CH2:15][CH2:14][CH2:13][CH2:12][O:11]1)=[O:5].[CH3:26][CH:27]([OH:34])[CH2:28][NH:29][CH2:30][CH:31]([OH:33])[CH3:32], predict the reaction product. The product is: [OH:34][CH:27]([CH3:26])[CH2:28][N:29]([CH2:30][CH:31]([OH:33])[CH3:32])[C:2]1[C:19]([N+:20]([O-:22])=[O:21])=[CH:18][C:17]([N+:23]([O-:25])=[O:24])=[CH:16][C:3]=1[C:4]([NH:6][CH2:7][CH2:8][O:9][CH:10]1[CH2:15][CH2:14][CH2:13][CH2:12][O:11]1)=[O:5]. (8) Given the reactants C(OC1C=CC(CCCl)=C([NH:18][C:19]([C:21]2[O:22][C:23]3C=CC(N)=C[C:24]=3[CH:25]=2)=[O:20])C=1)C1C=CC=CC=1.CC[N:33]=C=NCCCN(C)C.O.ON1C2C=CC=CC=2N=N1, predict the reaction product. The product is: [CH2:25]([CH2:21][C:19]([NH2:18])=[O:20])[CH2:24][C:23]([NH2:33])=[O:22]. (9) Given the reactants [O:1]1[CH2:5][CH2:4][C@H:3]([OH:6])[CH2:2]1.C(N(CC)CC)C.[CH3:14][S:15](Cl)(=[O:17])=[O:16], predict the reaction product. The product is: [CH3:14][S:15]([O:6][C@H:3]1[CH2:4][CH2:5][O:1][CH2:2]1)(=[O:17])=[O:16]. (10) Given the reactants ClC1C=C(OC2C(I)=[CH:24][C:16](C(OC(C)(C)C)=O)=[C:15](F)C=2)C=NC=1OC(C)C.[Cl:28][C:29]1[CH:30]=[C:31]([O:41][C:42]2[C:54](I)=[CH:53][C:45]([C:46]([O:48][C:49]([CH3:52])([CH3:51])[CH3:50])=[O:47])=[C:44]([F:56])[CH:43]=2)[CH:32]=[N:33][C:34]=1[O:35][CH2:36][C:37]([F:40])([F:39])[F:38], predict the reaction product. The product is: [Cl:28][C:29]1[CH:30]=[C:31]([O:41][C:42]2[C:54]([CH:24]3[CH2:16][CH2:15]3)=[CH:53][C:45]([C:46]([O:48][C:49]([CH3:52])([CH3:51])[CH3:50])=[O:47])=[C:44]([F:56])[CH:43]=2)[CH:32]=[N:33][C:34]=1[O:35][CH2:36][C:37]([F:40])([F:39])[F:38].